From a dataset of Catalyst prediction with 721,799 reactions and 888 catalyst types from USPTO. Predict which catalyst facilitates the given reaction. (1) Reactant: [Br:1][C:2]1[C:7]([CH3:8])=[CH:6][C:5]([NH2:9])=[C:4]([N+:10]([O-:12])=[O:11])[CH:3]=1.[C:13](O[C:13]([O:15][C:16]([CH3:19])([CH3:18])[CH3:17])=[O:14])([O:15][C:16]([CH3:19])([CH3:18])[CH3:17])=[O:14].[OH2:28]. Product: [Br:1][C:2]1[C:7]([CH3:8])=[CH:6][C:5]([N:9]([C:13]([O:15][C:16]([CH3:19])([CH3:18])[CH3:17])=[O:14])[C:13]([O:15][C:16]([CH3:19])([CH3:18])[CH3:17])=[O:28])=[C:4]([N+:10]([O-:12])=[O:11])[CH:3]=1. The catalyst class is: 79. (2) Product: [C:1]1([C:7]2[CH:16]=[CH:15][C:14]3[C:9](=[CH:10][C:11]([O:17][S:24]([C:27]([F:30])([F:29])[F:28])(=[O:26])=[O:25])=[CH:12][CH:13]=3)[N:8]=2)[CH:2]=[CH:3][CH:4]=[CH:5][CH:6]=1. The catalyst class is: 2. Reactant: [C:1]1([C:7]2[CH:16]=[CH:15][C:14]3[C:9](=[CH:10][C:11]([OH:17])=[CH:12][CH:13]=3)[N:8]=2)[CH:6]=[CH:5][CH:4]=[CH:3][CH:2]=1.N1C=CC=CC=1.[S:24](O[S:24]([C:27]([F:30])([F:29])[F:28])(=[O:26])=[O:25])([C:27]([F:30])([F:29])[F:28])(=[O:26])=[O:25].O. (3) Reactant: Cl[C:2]1[N:9]=[CH:8][C:7]([F:10])=[CH:6][C:3]=1[C:4]#[N:5].O.[NH2:12][NH2:13]. Product: [F:10][C:7]1[CH:6]=[C:3]2[C:4]([NH2:5])=[N:13][NH:12][C:2]2=[N:9][CH:8]=1. The catalyst class is: 51. (4) Reactant: [Si:1]([O:18][CH2:19][C:20]1[O:24][C:23]([C@@H:25]2[CH2:29][CH2:28][CH2:27][N:26]2C(OC(C)(C)C)=O)=[N:22][N:21]=1)([C:14]([CH3:17])([CH3:16])[CH3:15])([C:8]1[CH:13]=[CH:12][CH:11]=[CH:10][CH:9]=1)[C:2]1[CH:7]=[CH:6][CH:5]=[CH:4][CH:3]=1.OP(O)(O)=O.[OH-].[Na+]. Product: [Si:1]([O:18][CH2:19][C:20]1[O:24][C:23]([C@@H:25]2[CH2:29][CH2:28][CH2:27][NH:26]2)=[N:22][N:21]=1)([C:14]([CH3:17])([CH3:16])[CH3:15])([C:2]1[CH:3]=[CH:4][CH:5]=[CH:6][CH:7]=1)[C:8]1[CH:9]=[CH:10][CH:11]=[CH:12][CH:13]=1. The catalyst class is: 1.